Dataset: Full USPTO retrosynthesis dataset with 1.9M reactions from patents (1976-2016). Task: Predict the reactants needed to synthesize the given product. (1) Given the product [Br:1][C:2]1[C:3]2[N:10]([C:11]([O:13][C:14]([CH3:17])([CH3:16])[CH3:15])=[O:12])[CH:9]=[CH:8][C:4]=2[CH:5]=[N:6][CH:7]=1, predict the reactants needed to synthesize it. The reactants are: [Br:1][C:2]1[C:3]2[NH:10][CH:9]=[CH:8][C:4]=2[CH:5]=[N:6][CH:7]=1.[C:11](O[C:11]([O:13][C:14]([CH3:17])([CH3:16])[CH3:15])=[O:12])([O:13][C:14]([CH3:17])([CH3:16])[CH3:15])=[O:12]. (2) Given the product [C:1](=[O:20])([O:18][CH3:19])[O:2][C:3]1[CH:8]=[C:7]([N+:9]([O-:11])=[O:10])[C:6]([C:25]#[C:24][CH2:23][N:22]([CH3:26])[CH3:21])=[CH:5][C:4]=1[CH:13]1[CH2:17][CH2:16][CH2:15][CH2:14]1, predict the reactants needed to synthesize it. The reactants are: [C:1](=[O:20])([O:18][CH3:19])[O:2][C:3]1[CH:8]=[C:7]([N+:9]([O-:11])=[O:10])[C:6](Br)=[CH:5][C:4]=1[CH:13]1[CH2:17][CH2:16][CH2:15][CH2:14]1.[CH3:21][N:22]([CH3:26])[CH2:23][C:24]#[CH:25].ClC(OC)=O. (3) Given the product [I:1][C:2]1[C:7]([O:8][CH2:17][CH2:18][OH:19])=[CH:6][CH:5]=[C:4]([CH3:9])[N:3]=1, predict the reactants needed to synthesize it. The reactants are: [I:1][C:2]1[C:7]([OH:8])=[CH:6][CH:5]=[C:4]([CH3:9])[N:3]=1.C([O-])([O-])=O.[Cs+].[Cs+].Br[CH2:17][CH2:18][OH:19]. (4) Given the product [CH2:23]([O:18][C@@H:10]([CH2:9][O:8][CH2:1][C:2]1[CH:7]=[CH:6][CH:5]=[CH:4][CH:3]=1)[CH2:11][CH:12]1[S:17][CH2:16][CH2:15][CH2:14][S:13]1)[CH:22]=[CH2:21], predict the reactants needed to synthesize it. The reactants are: [CH2:1]([O:8][CH2:9][C@H:10]([OH:18])[CH2:11][CH:12]1[S:17][CH2:16][CH2:15][CH2:14][S:13]1)[C:2]1[CH:7]=[CH:6][CH:5]=[CH:4][CH:3]=1.[H-].[Na+].[CH2:21](Br)[CH:22]=[CH2:23].